The task is: Predict the product of the given reaction.. This data is from Forward reaction prediction with 1.9M reactions from USPTO patents (1976-2016). Given the reactants C(O[BH-](OC(=O)C)OC(=O)C)(=O)C.[Na+].Cl.[CH3:16][O:17][C:18]([CH:20]1[CH2:24][CH2:23][NH:22][CH2:21]1)=[O:19].[O:25]([C:32]1[CH:33]=[C:34]([CH:37]=[CH:38][CH:39]=1)[CH:35]=O)[C:26]1[CH:31]=[CH:30][CH:29]=[CH:28][CH:27]=1, predict the reaction product. The product is: [CH3:16][O:17][C:18]([CH:20]1[CH2:24][CH2:23][N:22]([CH2:35][C:34]2[CH:37]=[CH:38][CH:39]=[C:32]([O:25][C:26]3[CH:31]=[CH:30][CH:29]=[CH:28][CH:27]=3)[CH:33]=2)[CH2:21]1)=[O:19].